From a dataset of Peptide-MHC class I binding affinity with 185,985 pairs from IEDB/IMGT. Regression. Given a peptide amino acid sequence and an MHC pseudo amino acid sequence, predict their binding affinity value. This is MHC class I binding data. (1) The peptide sequence is MLKLRQARL. The MHC is HLA-A80:01 with pseudo-sequence HLA-A80:01. The binding affinity (normalized) is 0.0847. (2) The peptide sequence is SFNCGGEFF. The MHC is HLA-B58:01 with pseudo-sequence HLA-B58:01. The binding affinity (normalized) is 0.153.